Dataset: Reaction yield outcomes from USPTO patents with 853,638 reactions. Task: Predict the reaction yield, written as a fraction of the theoretical maximum amount of product (1.0 means a 100% yield; for example, 0.34 means a 34% yield). (1) The catalyst is O1CCCC1.[Cl-].[Zn+2].[Cl-]. The reactants are [CH2:1]([Mg]Br)[CH:2]([CH3:4])[CH3:3].[CH3:7][C:8]([S@@:11](/[N:13]=[CH:14]/[C:15]1[CH:20]=[CH:19][C:18]([C:21]2[CH:26]=[CH:25][C:24]([C:27]([F:30])([F:29])[F:28])=[CH:23][N:22]=2)=[CH:17][CH:16]=1)=[O:12])([CH3:10])[CH3:9]. The product is [CH3:10][C:8]([S@@:11]([NH:13][C@H:14]([C:15]1[CH:16]=[CH:17][C:18]([C:21]2[CH:26]=[CH:25][C:24]([C:27]([F:30])([F:28])[F:29])=[CH:23][N:22]=2)=[CH:19][CH:20]=1)[CH2:1][CH:2]([CH3:4])[CH3:3])=[O:12])([CH3:7])[CH3:9]. The yield is 0.810. (2) The reactants are [S:1]1[CH:5]=[CH:4][CH:3]=[C:2]1[C:6]([C:8]1[N:9](C(C2SC=CC=2)=O)[S:10][NH:11][CH:12]=1)=O.[C:20]1(C)C=[CH:24][CH:23]=[CH:22][CH:21]=1.COC1C=CC(P2(SP(C3C=CC(OC)=CC=3)(=S)S2)=[S:36])=CC=1.[CH2:49]([CH:51]([CH2:69][CH2:70][CH2:71][CH3:72])[CH2:52][O:53][C:54](=[O:68])[C:55]#[C:56][C:57]([O:59][CH2:60][CH:61]([CH2:66][CH3:67])[CH2:62][CH2:63][CH2:64][CH3:65])=[O:58])[CH3:50]. The catalyst is CC(C)=O. The product is [CH2:49]([CH:51]([CH2:69][CH2:70][CH2:71][CH3:72])[CH2:52][O:53][C:54]([C:55]1[C:56]([C:57]([O:59][CH2:60][CH:61]([CH2:66][CH3:67])[CH2:62][CH2:63][CH2:64][CH3:65])=[O:58])=[C:20]([C:21]2[S:36][CH:24]=[CH:23][CH:22]=2)[C:12]2=[N:11][S:10][N:9]=[C:8]2[C:6]=1[C:2]1[S:1][CH:5]=[CH:4][CH:3]=1)=[O:68])[CH3:50]. The yield is 0.110. (3) The catalyst is C(N(CC)CC)C.C(OCC)C.[Cu]I.Cl[Pd](Cl)([P](C1C=CC=CC=1)(C1C=CC=CC=1)C1C=CC=CC=1)[P](C1C=CC=CC=1)(C1C=CC=CC=1)C1C=CC=CC=1. The yield is 0.720. The reactants are [C:1]([C:3]1[CH:4]=[C:5]2[C:10](=[CH:11][CH:12]=1)[C:9](=[O:13])[CH2:8][CH2:7][C:6]2([CH3:15])[CH3:14])#[CH:2].[O:16]1[CH2:20][CH2:19][CH2:18][CH2:17]1. The product is [CH2:9]([O:13][C:20](=[O:16])[C:19]1[CH:3]=[CH:1][C:2]([C:2]#[C:1][C:3]2[CH:12]=[CH:11][C:10]3[C:9](=[O:13])[CH2:8][CH2:7][C:6]([CH3:15])([CH3:14])[C:5]=3[CH:4]=2)=[CH:17][CH:18]=1)[CH3:8]. (4) The reactants are [CH2:1]([N:3]([CH2:14][CH2:15][NH:16][C:17]([C:19]1[C:32]2[C:23](=[N:24][C:25]3[C:30]([N:31]=2)=[CH:29][CH:28]=[C:27]([Sn](CCCC)(CCCC)CCCC)[CH:26]=3)[CH:22]=[CH:21][CH:20]=1)=[O:18])[CH2:4][CH2:5][O:6][C:7]1[C:8]([F:13])=[N:9][CH:10]=[CH:11][CH:12]=1)[CH3:2].[I:46]I.C(=O)([O-])[O-].[Na+].[Na+]. The catalyst is C(Cl)(Cl)Cl. The product is [CH2:1]([N:3]([CH2:14][CH2:15][NH:16][C:17]([C:19]1[C:32]2[C:23](=[N:24][C:25]3[C:30]([N:31]=2)=[CH:29][CH:28]=[C:27]([I:46])[CH:26]=3)[CH:22]=[CH:21][CH:20]=1)=[O:18])[CH2:4][CH2:5][O:6][C:7]1[C:8]([F:13])=[N:9][CH:10]=[CH:11][CH:12]=1)[CH3:2]. The yield is 0.540. (5) The reactants are [OH:1][C:2]1([C:12]2[CH:20]=[CH:19][C:15]([C:16](O)=[O:17])=[CH:14][CH:13]=2)[CH2:11][CH2:10][C:5]2([O:9][CH2:8][CH2:7][O:6]2)[CH2:4][CH2:3]1.CN.[CH3:23][N:24]([P+](ON1N=NC2C=CC=CC1=2)(N(C)C)N(C)C)C.F[P-](F)(F)(F)(F)F.C(N(CC)CC)C. The catalyst is CN(C=O)C.C(OCC)(=O)C.CCCCCC. The product is [OH:1][C:2]1([C:12]2[CH:20]=[CH:19][C:15]([C:16]([NH:24][CH3:23])=[O:17])=[CH:14][CH:13]=2)[CH2:11][CH2:10][C:5]2([O:9][CH2:8][CH2:7][O:6]2)[CH2:4][CH2:3]1. The yield is 0.700. (6) The reactants are [Br:1][C:2]1[CH:3]=[C:4]([N+:12]([O-:14])=[O:13])[C:5]([CH3:11])=[C:6]([CH:10]=1)[C:7]([OH:9])=[O:8].[C:15](=O)([O-])[O-].[Na+].[Na+].CI. The product is [Br:1][C:2]1[CH:3]=[C:4]([N+:12]([O-:14])=[O:13])[C:5]([CH3:11])=[C:6]([CH:10]=1)[C:7]([O:9][CH3:15])=[O:8]. The yield is 1.00. The catalyst is CN(C=O)C. (7) The reactants are [CH3:1][C:2]1[CH:3]=[C:4]([NH:16][C:17]2[C:26]3[C:21](=[CH:22][CH:23]=[CH:24][C:25]=3[O:27][CH2:28][C:29]([OH:31])=O)[N:20]=[CH:19][N:18]=2)[CH:5]=[CH:6][C:7]=1[O:8][C:9]1[CH:10]=[N:11][C:12]([CH3:15])=[CH:13][CH:14]=1.[CH2:32]([CH2:34][NH2:35])[OH:33]. No catalyst specified. The product is [OH:33][CH2:32][CH2:34][NH:35][C:29](=[O:31])[CH2:28][O:27][C:25]1[CH:24]=[CH:23][CH:22]=[C:21]2[C:26]=1[C:17]([NH:16][C:4]1[CH:5]=[CH:6][C:7]([O:8][C:9]3[CH:10]=[N:11][C:12]([CH3:15])=[CH:13][CH:14]=3)=[C:2]([CH3:1])[CH:3]=1)=[N:18][CH:19]=[N:20]2. The yield is 0.750. (8) The reactants are C[O:2][C:3]([C:5]1[C:6]([C:15]2[CH:20]=[CH:19][CH:18]=[CH:17][CH:16]=2)=[N:7][N:8]2[CH:13]=[C:12]([I:14])[CH:11]=[CH:10][C:9]=12)=[O:4].CO.O1CCCC1.Cl. The catalyst is [Li+].[OH-].O.C(OC(=O)C)C. The product is [I:14][C:12]1[CH:11]=[CH:10][C:9]2[N:8]([N:7]=[C:6]([C:15]3[CH:16]=[CH:17][CH:18]=[CH:19][CH:20]=3)[C:5]=2[C:3]([OH:4])=[O:2])[CH:13]=1. The yield is 0.850. (9) The reactants are C([O:3][C:4]([C:6]1[S:7][C:8]2[C:9]([CH:44]=1)=[CH:10][C:11]1[C:12]([O:35][CH2:36][CH:37]([CH2:42][CH3:43])[CH2:38][CH2:39][CH2:40][CH3:41])=[C:13]3[S:29][C:28]([C:30]([O:32]CC)=[O:31])=[CH:27][C:14]3=[CH:15][C:16]=1[C:17]=2[O:18][CH2:19][CH:20]([CH2:25][CH3:26])[CH2:21][CH2:22][CH2:23][CH3:24])=[O:5])C.O.[OH-].[Li+]. The catalyst is C1COCC1.CO. The product is [CH2:25]([CH:20]([CH2:21][CH2:22][CH2:23][CH3:24])[CH2:19][O:18][C:17]1[C:16]2[CH:15]=[C:14]3[CH:27]=[C:28]([C:30]([OH:32])=[O:31])[S:29][C:13]3=[C:12]([O:35][CH2:36][CH:37]([CH2:42][CH3:43])[CH2:38][CH2:39][CH2:40][CH3:41])[C:11]=2[CH:10]=[C:9]2[CH:44]=[C:6]([C:4]([OH:5])=[O:3])[S:7][C:8]=12)[CH3:26]. The yield is 0.740.